This data is from Catalyst prediction with 721,799 reactions and 888 catalyst types from USPTO. The task is: Predict which catalyst facilitates the given reaction. (1) Reactant: [O:1]1[C:10]2[CH:9]=[C:8]([CH2:11][N:12]([CH:20]3[CH2:29][CH2:28][C:27]4[C:22](=[CH:23][CH:24]=[C:25]([N:30]=C(C5C=CC=CC=5)C5C=CC=CC=5)[CH:26]=4)[CH2:21]3)[C:13](=[O:19])[O:14][C:15]([CH3:18])([CH3:17])[CH3:16])[N:7]=[CH:6][C:5]=2[O:4][CH2:3][CH2:2]1. Product: [NH2:30][C:25]1[CH:26]=[C:27]2[C:22](=[CH:23][CH:24]=1)[CH2:21][CH:20]([N:12]([CH2:11][C:8]1[N:7]=[CH:6][C:5]3[O:4][CH2:3][CH2:2][O:1][C:10]=3[CH:9]=1)[C:13](=[O:19])[O:14][C:15]([CH3:17])([CH3:18])[CH3:16])[CH2:29][CH2:28]2. The catalyst class is: 295. (2) Reactant: [NH2:1][C:2]1[CH:3]=[CH:4][CH:5]=[C:6]2[C:11]=1[CH:10]=[C:9](S(O)(=O)=O)[CH:8]=[CH:7]2.[NH2:16][C:17]1[CH:18]=[CH:19][CH:20]=[C:21]2[C:26]=1[CH:25]=[C:24]([OH:27])[CH:23]=[CH:22]2.[H-].[Na+].CI. Product: [NH2:16][C:17]1[CH:18]=[CH:19][CH:20]=[C:21]2[C:26]=1[CH:25]=[C:24]([OH:27])[CH:23]=[CH:22]2.[CH3:24][O:27][C:9]1[CH:10]=[C:11]2[C:6]([CH:5]=[CH:4][CH:3]=[C:2]2[NH2:1])=[CH:7][CH:8]=1. The catalyst class is: 35. (3) Reactant: [C:1]([C:5]1[CH:10]=[CH:9][CH:8]=[CH:7][C:6]=1[OH:11])([CH3:4])([CH3:3])[CH3:2].CS(C)=O.O.C(=O)([O-])O.[Na+].[BrH:22]. Product: [Br:22][C:9]1[CH:8]=[CH:7][C:6]([OH:11])=[C:5]([C:1]([CH3:4])([CH3:2])[CH3:3])[CH:10]=1. The catalyst class is: 15. (4) Reactant: [CH2:1]([N:8]1[C:13](=[O:14])[CH2:12][C:11]([CH3:16])([CH3:15])[CH2:10][C:9]1=[O:17])[C:2]1[CH:7]=[CH:6][CH:5]=[CH:4][CH:3]=1.[Li+].C[Si]([N-][Si](C)(C)C)(C)C.[N:28](OCCC(C)C)=[O:29]. Product: [CH2:1]([N:8]1[C:13](=[O:14])[CH2:12][C:11]([CH3:15])([CH3:16])/[C:10](=[N:28]/[OH:29])/[C:9]1=[O:17])[C:2]1[CH:3]=[CH:4][CH:5]=[CH:6][CH:7]=1. The catalyst class is: 1.